Dataset: Peptide-MHC class II binding affinity with 134,281 pairs from IEDB. Task: Regression. Given a peptide amino acid sequence and an MHC pseudo amino acid sequence, predict their binding affinity value. This is MHC class II binding data. (1) The peptide sequence is AATQARAAAAAFEAA. The MHC is HLA-DQA10501-DQB10301 with pseudo-sequence HLA-DQA10501-DQB10301. The binding affinity (normalized) is 0.734. (2) The peptide sequence is PSLSYEPALLQPY. The MHC is DRB1_0401 with pseudo-sequence DRB1_0401. The binding affinity (normalized) is 0.362. (3) The peptide sequence is FVAAAKYMVIQGEPG. The MHC is HLA-DPA10201-DPB11401 with pseudo-sequence HLA-DPA10201-DPB11401. The binding affinity (normalized) is 0.142. (4) The peptide sequence is LHKLGYILRDISKIPGG. The MHC is DRB1_0301 with pseudo-sequence DRB1_0301. The binding affinity (normalized) is 0.573. (5) The peptide sequence is AAATAGTTVYGFFAA. The MHC is HLA-DPA10103-DPB10401 with pseudo-sequence HLA-DPA10103-DPB10401. The binding affinity (normalized) is 0.232. (6) The peptide sequence is EKKYFAATQFEPLLA. The MHC is DRB1_1602 with pseudo-sequence DRB1_1602. The binding affinity (normalized) is 0.597. (7) The peptide sequence is MTDPHAMRDMAGRFE. The MHC is DRB5_0101 with pseudo-sequence DRB5_0101. The binding affinity (normalized) is 0.202. (8) The peptide sequence is LRLSSLMPCQAPRKS. The MHC is HLA-DQA10303-DQB10402 with pseudo-sequence HLA-DQA10303-DQB10402. The binding affinity (normalized) is 0.